This data is from Reaction yield outcomes from USPTO patents with 853,638 reactions. The task is: Predict the reaction yield, written as a fraction of the theoretical maximum amount of product (1.0 means a 100% yield; for example, 0.34 means a 34% yield). (1) The reactants are Cl[C:2]1[N:7]=[CH:6][N:5]=[C:4]([NH:8][CH:9]2[CH2:13][CH2:12][N:11]([C:14]([O:16][C:17]([CH3:20])([CH3:19])[CH3:18])=[O:15])[CH2:10]2)[CH:3]=1.[O:21]([C:28]1[CH:34]=[CH:33][C:31]([NH2:32])=[CH:30][CH:29]=1)[C:22]1[CH:27]=[CH:26][CH:25]=[CH:24][CH:23]=1.C(O)(=O)C. The catalyst is C(O)C. The product is [O:21]([C:28]1[CH:29]=[CH:30][C:31]([NH:32][C:2]2[N:7]=[CH:6][N:5]=[C:4]([NH:8][CH:9]3[CH2:13][CH2:12][N:11]([C:14]([O:16][C:17]([CH3:20])([CH3:19])[CH3:18])=[O:15])[CH2:10]3)[CH:3]=2)=[CH:33][CH:34]=1)[C:22]1[CH:27]=[CH:26][CH:25]=[CH:24][CH:23]=1. The yield is 0.428. (2) The product is [N:11]1([CH2:10][C:2]2[N:3]([CH2:33][CH2:34][CH2:35][N:36]([CH3:38])[CH3:37])[C:4]3[CH:9]=[CH:8][CH:7]=[CH:6][C:5]=3[N:1]=2)[C@H:24]2[C@@H:15]([CH2:16][CH2:17][C:18]3[C:23]2=[N:22][CH:21]=[CH:20][CH:19]=3)[CH2:14][CH2:13][CH2:12]1. The catalyst is CN(C)C=O.O. The yield is 0.630. The reactants are [NH:1]1[C:5]2[CH:6]=[CH:7][CH:8]=[CH:9][C:4]=2[N:3]=[C:2]1[CH2:10][N:11]1[C@H:24]2[C@@H:15]([CH2:16][CH2:17][C:18]3[C:23]2=[N:22][CH:21]=[CH:20][CH:19]=3)[CH2:14][CH2:13][CH2:12]1.C(=O)([O-])[O-].[K+].[K+].Cl.Cl[CH2:33][CH2:34][CH2:35][N:36]([CH3:38])[CH3:37].[I-].[K+]. (3) The reactants are Cl.[CH3:2][O:3][C:4]1[CH:9]=[CH:8][CH:7]=[CH:6][C:5]=1[N:10]1[CH2:15][CH2:14][N:13]([CH2:16][C:17]([OH:19])=O)[CH2:12][CH2:11]1.[NH2:20][C@@H:21]([CH2:39][O:40][CH2:41][C:42]1[CH:47]=[CH:46][CH:45]=[CH:44][CH:43]=1)[C:22]([NH:24][C:25]1[CH:30]=[CH:29][C:28]([O:31][C:32]2[CH:37]=[CH:36][C:35]([F:38])=[CH:34][CH:33]=2)=[CH:27][CH:26]=1)=[O:23]. No catalyst specified. The product is [CH2:41]([O:40][CH2:39][C@H:21]([NH:20][C:17](=[O:19])[CH2:16][N:13]1[CH2:12][CH2:11][N:10]([C:5]2[CH:6]=[CH:7][CH:8]=[CH:9][C:4]=2[O:3][CH3:2])[CH2:15][CH2:14]1)[C:22]([NH:24][C:25]1[CH:30]=[CH:29][C:28]([O:31][C:32]2[CH:37]=[CH:36][C:35]([F:38])=[CH:34][CH:33]=2)=[CH:27][CH:26]=1)=[O:23])[C:42]1[CH:47]=[CH:46][CH:45]=[CH:44][CH:43]=1. The yield is 0.388. (4) The reactants are [S:1]1[CH:5]=[CH:4][CH:3]=[C:2]1[C:6](Cl)=[O:7].[Cl:9][C:10]1[CH:11]=[C:12]2[C:17](=[CH:18][CH:19]=1)[N:16]([CH3:20])[C:15](=[O:21])[C:14]([C:22]#[N:23])=[C:13]2[N:24]1[CH2:29][CH2:28][NH:27][CH2:26][CH2:25]1. The catalyst is N1C=CC=CC=1. The product is [Cl:9][C:10]1[CH:11]=[C:12]2[C:17](=[CH:18][CH:19]=1)[N:16]([CH3:20])[C:15](=[O:21])[C:14]([C:22]#[N:23])=[C:13]2[N:24]1[CH2:25][CH2:26][N:27]([C:6]([C:2]2[S:1][CH:5]=[CH:4][CH:3]=2)=[O:7])[CH2:28][CH2:29]1. The yield is 0.830. (5) The reactants are [NH2:1][CH:2]([C:7]1[CH:12]=[CH:11][CH:10]=[CH:9][CH:8]=1)[CH2:3][C:4]([OH:6])=[O:5].[C@@H:13]12[C:22](=O)[O:21][C:19](=[O:20])[C@@H:14]1[CH2:15][CH2:16][CH2:17][CH2:18]2. The product is [C:22]1(=[O:21])[N:1]([CH:2]([C:7]2[CH:12]=[CH:11][CH:10]=[CH:9][CH:8]=2)[CH2:3][C:4]([OH:6])=[O:5])[C:19](=[O:20])[C@H:14]2[CH2:15][CH2:16][CH2:17][CH2:18][C@@H:13]12. The yield is 0.580. The catalyst is C(O)(=O)C. (6) The reactants are [NH2:1][C:2]1[CH:7]=[C:6]([Cl:8])[CH:5]=[CH:4][C:3]=1[SH:9].Cl[CH2:11][C:12]1[N:13]=[CH:14][N:15]([CH2:17][CH2:18][CH3:19])[CH:16]=1.C([O-])([O-])=O.[K+].[K+]. The catalyst is CN(C=O)C. The product is [Cl:8][C:6]1[CH:5]=[CH:4][C:3]([S:9][CH2:11][C:12]2[N:13]=[CH:14][N:15]([CH2:17][CH2:18][CH3:19])[CH:16]=2)=[C:2]([CH:7]=1)[NH2:1]. The yield is 0.670. (7) The reactants are [C:1]([C:3]1[C:4]([CH3:25])=[N:5][C:6]2[N:7]([CH:17]=[C:18]([CH2:20][C:21]([O:23]C)=[O:22])[N:19]=2)[C:8]=1[C:9]1[CH:14]=[CH:13][C:12]([Cl:15])=[CH:11][C:10]=1[Cl:16])#[N:2].[Li+].[OH-].Cl. The catalyst is C1COCC1. The product is [C:1]([C:3]1[C:4]([CH3:25])=[N:5][C:6]2[N:7]([CH:17]=[C:18]([CH2:20][C:21]([OH:23])=[O:22])[N:19]=2)[C:8]=1[C:9]1[CH:14]=[CH:13][C:12]([Cl:15])=[CH:11][C:10]=1[Cl:16])#[N:2]. The yield is 0.950.